From a dataset of Reaction yield outcomes from USPTO patents with 853,638 reactions. Predict the reaction yield, written as a fraction of the theoretical maximum amount of product (1.0 means a 100% yield; for example, 0.34 means a 34% yield). (1) The reactants are [Cl-].O[NH3+:3].[C:4](=[O:7])([O-])[OH:5].[Na+].CS(C)=O.[CH3:13][C:14]1[N:47]=[C:17]2[N:18]([CH:41]3[CH2:46][CH2:45][O:44][CH2:43][CH2:42]3)[C:19](=[O:40])[C:20]([CH2:25][C:26]3[CH:31]=[CH:30][C:29]([C:32]4[C:33]([C:38]#[N:39])=[CH:34][CH:35]=[CH:36][CH:37]=4)=[CH:28][CH:27]=3)=[C:21]([CH2:22][CH2:23][CH3:24])[N:16]2[N:15]=1. The catalyst is C(OCC)(=O)C. The product is [CH3:13][C:14]1[N:47]=[C:17]2[N:18]([CH:41]3[CH2:42][CH2:43][O:44][CH2:45][CH2:46]3)[C:19](=[O:40])[C:20]([CH2:25][C:26]3[CH:27]=[CH:28][C:29]([C:32]4[CH:37]=[CH:36][CH:35]=[CH:34][C:33]=4[C:38]4[NH:3][C:4](=[O:7])[O:5][N:39]=4)=[CH:30][CH:31]=3)=[C:21]([CH2:22][CH2:23][CH3:24])[N:16]2[N:15]=1. The yield is 0.550. (2) The reactants are [CH3:1][C:2](=[O:7])[CH2:3][C:4](=[O:6])[CH3:5].[OH:8][C:9]1[CH:16]=[CH:15][C:12]([CH:13]=O)=[CH:11][CH:10]=1.B([O:18][CH2:19][CH2:20][CH2:21]C)([O:18][CH2:19][CH2:20][CH2:21]C)[O:18][CH2:19][CH2:20][CH2:21]C.[CH2:33](N)[CH2:34][CH2:35][CH3:36].Cl. The catalyst is C(OCC)(=O)C. The product is [OH:8][C:9]1[CH:16]=[CH:15][C:12]([CH:13]=[CH:1][C:2](=[O:7])[CH2:3][C:4](=[O:6])[CH:5]=[CH:36][C:35]2[CH:21]=[CH:20][C:19]([OH:18])=[CH:33][CH:34]=2)=[CH:11][CH:10]=1. The yield is 0.190. (3) The product is [Cl:1][C:2]1[CH:12]=[CH:11][CH:10]=[CH:9][C:3]=1[O:4][CH2:5][C:6](=[N:14][OH:15])[CH3:8]. The reactants are [Cl:1][C:2]1[CH:12]=[CH:11][CH:10]=[CH:9][C:3]=1[O:4][CH2:5][C:6]([CH3:8])=O.Cl.[NH2:14][OH:15]. The yield is 0.0390. The catalyst is [OH-].[Na+].C(O)C. (4) The reactants are [C:1]([NH:5][N:6]=[CH:7][C:8]1[CH:13]=[CH:12][C:11]([F:14])=[CH:10][CH:9]=1)([CH3:4])([CH3:3])[CH3:2].[C:15]([O:19][CH2:20][CH3:21])(=[O:18])[C:16]#[CH:17].C(O)(=O)C. The catalyst is C(#N)C.ClCCl. The product is [CH2:20]([O:19][C:15]([C:16]1[C:7]([C:8]2[CH:9]=[CH:10][C:11]([F:14])=[CH:12][CH:13]=2)=[N:6][N:5]([C:1]([CH3:4])([CH3:2])[CH3:3])[CH:17]=1)=[O:18])[CH3:21]. The yield is 0.510. (5) The reactants are [F:1][C:2]1[CH:7]=[CH:6][C:5]([CH2:8][C:9]#[N:10])=[CH:4][CH:3]=1.Br[CH2:12][CH2:13]Cl. The catalyst is [Cl-].C([N+](CC)(CC)CC1C=CC=CC=1)C. The product is [F:1][C:2]1[CH:7]=[CH:6][C:5]([C:8]2([C:9]#[N:10])[CH2:13][CH2:12]2)=[CH:4][CH:3]=1. The yield is 0.630. (6) The reactants are [OH:1][C:2]1[CH:3]=[C:4]([CH:7]=[CH:8][C:9]=1[OH:10])[CH:5]=[O:6].I[CH2:12][CH2:13][O:14][CH3:15].[C:16](=[O:19])([O-])[O-].[K+].[K+].[CH3:22][C:23](C)=O. No catalyst specified. The product is [CH3:15][O:14][CH2:13][CH2:12][O:1][C:2]1[CH:3]=[C:4]([CH:7]=[CH:8][C:9]=1[O:10][CH2:22][CH2:23][O:19][CH3:16])[CH:5]=[O:6]. The yield is 0.470. (7) The reactants are C([N-]C(C)C)(C)C.[Li+].[Br:9][C:10]1[CH:11]=[C:12]([C:17](=[O:19])[CH3:18])[CH:13]=[CH:14][C:15]=1[F:16].[Cl:20][C:21]1[CH:22]=[C:23]([C:28](=[O:33])[C:29]([F:32])([F:31])[F:30])[CH:24]=[C:25]([Cl:27])[CH:26]=1.Cl. The catalyst is O1CCCC1. The product is [Br:9][C:10]1[CH:11]=[C:12]([C:17](=[O:19])[CH2:18][C:28]([C:23]2[CH:24]=[C:25]([Cl:27])[CH:26]=[C:21]([Cl:20])[CH:22]=2)([OH:33])[C:29]([F:32])([F:31])[F:30])[CH:13]=[CH:14][C:15]=1[F:16]. The yield is 0.390. (8) The reactants are [C:1]([O:5][C:6]([NH:8][C:9]1[S:13][C:12]([C:14]2[CH:19]=[CH:18][CH:17]=[CH:16][CH:15]=2)=[N:11][C:10]=1[C:20]([O:22]CC)=[O:21])=[O:7])([CH3:4])([CH3:3])[CH3:2].O[Li].O.Cl. The catalyst is CO.O. The product is [C:1]([O:5][C:6]([NH:8][C:9]1[S:13][C:12]([C:14]2[CH:15]=[CH:16][CH:17]=[CH:18][CH:19]=2)=[N:11][C:10]=1[C:20]([OH:22])=[O:21])=[O:7])([CH3:4])([CH3:2])[CH3:3]. The yield is 0.680. (9) The reactants are [CH2:1]([O:8][C:9](=[O:23])[C@@H:10]([NH:15][C:16]([O:18][C:19]([CH3:22])([CH3:21])[CH3:20])=[O:17])[CH2:11][C:12]([OH:14])=O)[C:2]1[CH:7]=[CH:6][CH:5]=[CH:4][CH:3]=1.[C:24]1([C:30]2[CH:43]=[CH:42][C:33]3[N:34]=[C:35]([CH2:37][C:38]([NH:40][NH2:41])=O)[S:36][C:32]=3[CH:31]=2)[CH:29]=[CH:28][CH:27]=[CH:26][CH:25]=1. No catalyst specified. The product is [C:19]([O:18][C:16]([NH:15][C@@H:10]([CH2:11][C:12]1[O:14][C:38]([CH2:37][C:35]2[S:36][C:32]3[CH:31]=[C:30]([C:24]4[CH:29]=[CH:28][CH:27]=[CH:26][CH:25]=4)[CH:43]=[CH:42][C:33]=3[N:34]=2)=[N:40][N:41]=1)[C:9]([O:8][CH2:1][C:2]1[CH:3]=[CH:4][CH:5]=[CH:6][CH:7]=1)=[O:23])=[O:17])([CH3:22])([CH3:21])[CH3:20]. The yield is 0.420.